Task: Regression/Classification. Given a drug SMILES string, predict its absorption, distribution, metabolism, or excretion properties. Task type varies by dataset: regression for continuous measurements (e.g., permeability, clearance, half-life) or binary classification for categorical outcomes (e.g., BBB penetration, CYP inhibition). Dataset: cyp2d6_veith.. Dataset: CYP2D6 inhibition data for predicting drug metabolism from PubChem BioAssay (1) The molecule is COC(=O)C(C(=O)OC)C(C[N+](=O)[O-])c1ccc(OC)c(OC)c1. The result is 0 (non-inhibitor). (2) The drug is COc1cccc(Cn2c(=O)c(-c3cc(F)cc(F)c3)nc3cnc(OC)nc32)c1. The result is 0 (non-inhibitor). (3) The molecule is COc1ccc(/C=N/NC(=O)c2cccc([N+](=O)[O-])c2)cc1OS(=O)(=O)c1ccc(C)cc1. The result is 0 (non-inhibitor).